This data is from Forward reaction prediction with 1.9M reactions from USPTO patents (1976-2016). The task is: Predict the product of the given reaction. (1) Given the reactants C(O[C:6]([N:8]1[C@H:17]([C:18](=[O:40])[NH:19][C@H:20]([C:36]([O:38]C)=[O:37])[CH2:21][C:22]2[CH:27]=[CH:26][C:25]([C:28]3[CH:33]=[CH:32][N:31]=[C:30]([CH3:34])[C:29]=3[CH3:35])=[CH:24][CH:23]=2)[CH2:16][C:15]2[CH:14]=[C:13]3[O:41][CH2:42][C@H:43]([C:45]4[CH:50]=[CH:49][C:48]([OH:51])=[CH:47][CH:46]=4)[O:44][C:12]3=[CH:11][C:10]=2[CH2:9]1)=[O:7])(C)(C)C.[Cl:52][C:53]1[CH:58]=[CH:57][C:56]([CH2:59][CH2:60]O)=[CH:55][CH:54]=1.C1(P(C2C=CC=CC=2)C2C=CC=CC=2)C=CC=CC=1.CC(OC(/N=N/C(OC(C)C)=O)=O)C.C(Cl)CCl.[CH3:99][C:100]1[O:101][C:102]([CH3:108])=[C:103](C(O)=O)[N:104]=1, predict the reaction product. The product is: [Cl:52][C:53]1[CH:54]=[CH:55][C:56]([CH2:59][CH2:60][O:51][C:48]2[CH:49]=[CH:50][C:45]([C@H:43]3[CH2:42][O:41][C:13]4=[CH:14][C:15]5[CH2:16][C@@H:17]([C:18]([NH:19][C@@H:20]([CH2:21][C:22]6[CH:27]=[CH:26][C:25]([C:28]7[CH:33]=[CH:32][N:31]=[C:30]([CH3:34])[C:29]=7[CH3:35])=[CH:24][CH:23]=6)[C:36]([OH:38])=[O:37])=[O:40])[N:8]([C:6]([C:103]6[N:104]=[C:100]([CH3:99])[O:101][C:102]=6[CH3:108])=[O:7])[CH2:9][C:10]=5[CH:11]=[C:12]4[O:44]3)=[CH:46][CH:47]=2)=[CH:57][CH:58]=1. (2) Given the reactants [N+:1]([C:4]1[CH:12]=[CH:11][CH:10]=[C:9]2[C:5]=1[CH:6]=[N:7][N:8]2[CH2:13][CH:14]1[CH2:19][CH2:18][CH2:17][N:16]([C:20](=[O:22])[CH3:21])[CH2:15]1)([O-])=O, predict the reaction product. The product is: [NH2:1][C:4]1[CH:12]=[CH:11][CH:10]=[C:9]2[C:5]=1[CH:6]=[N:7][N:8]2[CH2:13][CH:14]1[CH2:19][CH2:18][CH2:17][N:16]([C:20](=[O:22])[CH3:21])[CH2:15]1. (3) Given the reactants [I:1][C:2]1[CH:3]=[CH:4][C:5]([O:11][CH:12]([CH3:14])[CH3:13])=[C:6]([CH:10]=1)[C:7]([OH:9])=O.[NH2:15][CH:16]([CH2:20][C:21]1[C:29]2[C:24](=[CH:25][CH:26]=[CH:27][CH:28]=2)[NH:23][CH:22]=1)[CH2:17][C:18]#[N:19].CCN=C=NCCCN(C)C.Cl.C1C=CC2N(O)N=NC=2C=1, predict the reaction product. The product is: [C:18]([CH2:17][CH:16]([NH:15][C:7](=[O:9])[C:6]1[CH:10]=[C:2]([I:1])[CH:3]=[CH:4][C:5]=1[O:11][CH:12]([CH3:14])[CH3:13])[CH2:20][C:21]1[C:29]2[C:24](=[CH:25][CH:26]=[CH:27][CH:28]=2)[NH:23][CH:22]=1)#[N:19]. (4) Given the reactants [CH2:1]([NH:8][C@H:9]1[C@H:18]([OH:19])[CH2:17][CH2:16][C:11]2([O:15][CH2:14][CH2:13][O:12]2)[CH2:10]1)[C:2]1[CH:7]=[CH:6][CH:5]=[CH:4][CH:3]=1.[OH:20][C@@H:21]([C:25]1[CH:30]=[CH:29][CH:28]=[CH:27][CH:26]=1)[C:22]([OH:24])=[O:23], predict the reaction product. The product is: [C:22]([OH:24])(=[O:23])[C@H:21]([C:25]1[CH:30]=[CH:29][CH:28]=[CH:27][CH:26]=1)[OH:20].[CH2:1]([NH:8][C@@H:9]1[C@@H:18]([OH:19])[CH2:17][CH2:16][C:11]2([O:12][CH2:13][CH2:14][O:15]2)[CH2:10]1)[C:2]1[CH:7]=[CH:6][CH:5]=[CH:4][CH:3]=1. (5) Given the reactants [Cl:1][C:2]1[CH:7]=[CH:6][N:5]=[C:4]([CH2:8][NH:9][C:10]2[O:11][C:12]3[C:18]([O:19][CH3:20])=[CH:17][C:16]([C:21]([OH:23])=O)=[CH:15][C:13]=3[N:14]=2)[CH:3]=1.[CH3:24][C:25]1([CH2:32][OH:33])[CH2:30][O:29][CH:28]([CH3:31])[CH2:27][NH:26]1.C(N(CC)C(C)C)(C)C.CN(C(ON1N=NC2C=CC=NC1=2)=[N+](C)C)C.F[P-](F)(F)(F)(F)F, predict the reaction product. The product is: [Cl:1][C:2]1[CH:7]=[CH:6][N:5]=[C:4]([CH2:8][NH:9][C:10]2[O:11][C:12]3[C:18]([O:19][CH3:20])=[CH:17][C:16]([C:21]([N:26]4[C:25]([CH2:32][OH:33])([CH3:24])[CH2:30][O:29][CH:28]([CH3:31])[CH2:27]4)=[O:23])=[CH:15][C:13]=3[N:14]=2)[CH:3]=1. (6) Given the reactants [C:1]1(=[O:7])[O:6][C:4](=[O:5])[CH:3]=[CH:2]1.[C:8]1([C:14]2[C:15]3([CH2:21][CH3:22])[CH2:20][CH:18]([CH:19]=2)[CH2:17][CH2:16]3)[CH:13]=[CH:12][CH:11]=[CH:10][CH:9]=1.CC(N=NC(C#N)(C)C)(C#N)C, predict the reaction product. The product is: [C:4]1(=[O:5])[O:6][C:1](=[O:7])[CH:2]=[CH:3]1.[C:8]1([C:14]2[C:15]3([CH2:21][CH3:22])[CH2:20][CH:18]([CH:19]=2)[CH2:17][CH2:16]3)[CH:13]=[CH:12][CH:11]=[CH:10][CH:9]=1. (7) Given the reactants Br[C:2]1[CH:3]=[N:4][N:5]2[CH:10]=[CH:9][C:8]([N:11]3[C@@H:15]([CH:16]([CH3:18])[CH3:17])[CH2:14][O:13][C:12]3=[O:19])=[N:7][C:6]=12.CC1(C)C(C)(C)OB([C:28]2[CH:33]=[CH:32][C:31]([C:34]3[N:35]([CH2:39][O:40][CH2:41][CH2:42][Si:43]([CH3:46])([CH3:45])[CH3:44])[CH:36]=[CH:37][N:38]=3)=[CH:30][CH:29]=2)O1.O1CCOCC1.C([O-])([O-])=O.[Na+].[Na+].C1(P(C2CCCCC2)C2C=CC=CC=2C2C(C(C)C)=CC(C(C)C)=CC=2C(C)C)CCCCC1, predict the reaction product. The product is: [CH:16]([C@H:15]1[CH2:14][O:13][C:12](=[O:19])[N:11]1[C:8]1[CH:9]=[CH:10][N:5]2[N:4]=[CH:3][C:2]([C:28]3[CH:29]=[CH:30][C:31]([C:34]4[N:35]([CH2:39][O:40][CH2:41][CH2:42][Si:43]([CH3:46])([CH3:45])[CH3:44])[CH:36]=[CH:37][N:38]=4)=[CH:32][CH:33]=3)=[C:6]2[N:7]=1)([CH3:18])[CH3:17]. (8) Given the reactants [Cl:1][C:2]1[N:7]=[C:6](Cl)[N:5]=[C:4]([NH:9][CH2:10][C:11]#[CH:12])[N:3]=1.[CH2:13]([NH2:20])[C:14]1[CH:19]=[CH:18][CH:17]=[CH:16][CH:15]=1.ClC1N=C(NC(C)C)N=C(NCC#C)N=1, predict the reaction product. The product is: [CH2:13]([NH:20][C:6]1[N:5]=[C:4]([NH:9][CH2:10][C:11]#[CH:12])[N:3]=[C:2]([Cl:1])[N:7]=1)[C:14]1[CH:19]=[CH:18][CH:17]=[CH:16][CH:15]=1. (9) Given the reactants Br[C:2]1[CH:7]=[C:6]([Cl:8])[CH:5]=[CH:4][C:3]=1[C@@H:9]([OH:14])[C:10]([F:13])([F:12])[F:11].[NH:15]1[C:19]2[CH:20]=[CH:21][CH:22]=[CH:23][C:18]=2[N:17]=[CH:16]1.C([O-])([O-])=O.[K+].[K+].CN[C@@H]1CCCC[C@H]1NC, predict the reaction product. The product is: [N:15]1([C:2]2[CH:7]=[C:6]([Cl:8])[CH:5]=[CH:4][C:3]=2[C@@H:9]([OH:14])[C:10]([F:13])([F:12])[F:11])[C:19]2[CH:20]=[CH:21][CH:22]=[CH:23][C:18]=2[N:17]=[CH:16]1.